This data is from Forward reaction prediction with 1.9M reactions from USPTO patents (1976-2016). The task is: Predict the product of the given reaction. (1) Given the reactants [CH:1]1([N:5]2[CH2:11][CH2:10][C:9](=[O:12])[N:8]([CH3:13])[C:7]3[CH:14]=[N:15][C:16]([NH:18][C:19]4[CH:34]=[CH:33][C:22](C(NC5CCN(C)CC5)=O)=[CH:21][C:20]=4[O:35][CH3:36])=[N:17][C:6]2=3)[CH2:4][CH2:3][CH2:2]1.Cl, predict the reaction product. The product is: [CH:1]1([N:5]2[CH2:11][CH2:10][C:9](=[O:12])[N:8]([CH3:13])[C:7]3[CH:14]=[N:15][C:16]([NH:18][C:19]4[CH:34]=[CH:33][CH:22]=[CH:21][C:20]=4[O:35][CH3:36])=[N:17][C:6]2=3)[CH2:4][CH2:3][CH2:2]1. (2) Given the reactants [F:1][C:2]([F:41])([F:40])[C:3]1[CH:4]=[C:5]([C@H:13]2[O:17][C:16](=[O:18])[N:15]([CH2:19][C:20]3[CH:25]=[C:24]([C:26]([F:29])([F:28])[F:27])[CH:23]=[CH:22][C:21]=3[C:30]3[C:35]([O:36][CH3:37])=[CH:34][CH:33]=[C:32]([CH3:38])[N:31]=3)[C@H:14]2[CH3:39])[CH:6]=[C:7]([C:9]([F:12])([F:11])[F:10])[CH:8]=1.C1C=C(Cl)C=C(C(OO)=[O:50])C=1, predict the reaction product. The product is: [F:41][C:2]([F:1])([F:40])[C:3]1[CH:4]=[C:5]([C@H:13]2[O:17][C:16](=[O:18])[N:15]([CH2:19][C:20]3[CH:25]=[C:24]([C:26]([F:28])([F:29])[F:27])[CH:23]=[CH:22][C:21]=3[C:30]3[C:35]([O:36][CH3:37])=[CH:34][CH:33]=[C:32]([CH3:38])[N+:31]=3[O-:50])[C@H:14]2[CH3:39])[CH:6]=[C:7]([C:9]([F:12])([F:11])[F:10])[CH:8]=1. (3) Given the reactants [Cl:1][C:2]1[C:7]2[N:8]([CH2:18][CH2:19][CH3:20])[C:9]([C:11]3[CH:12]=[N:13][C:14](Cl)=[N:15][CH:16]=3)=[N:10][C:6]=2[CH:5]=[CH:4][CH:3]=1.[CH3:21][O:22][C:23]1[CH:28]=[CH:27][C:26]([NH2:29])=[CH:25][CH:24]=1, predict the reaction product. The product is: [Cl:1][C:2]1[C:7]2[N:8]([CH2:18][CH2:19][CH3:20])[C:9]([C:11]3[CH:12]=[N:13][C:14]([NH:29][C:26]4[CH:27]=[CH:28][C:23]([O:22][CH3:21])=[CH:24][CH:25]=4)=[N:15][CH:16]=3)=[N:10][C:6]=2[CH:5]=[CH:4][CH:3]=1. (4) Given the reactants [Br:1][C:2]1[CH:3]=[CH:4][C:5]([O:28][CH3:29])=[C:6]([CH2:8][CH2:9][NH:10][S:11]([C:14]2[CH:19]=[CH:18][C:17]([O:20][C:21]3[CH:26]=[CH:25][C:24]([F:27])=[CH:23][CH:22]=3)=[CH:16][CH:15]=2)(=[O:13])=[O:12])[CH:7]=1.O.[C:31]([OH:35])(=[O:34])[CH:32]=O, predict the reaction product. The product is: [Br:1][C:2]1[CH:3]=[CH:4][C:5]([O:28][CH3:29])=[C:6]2[C:7]=1[CH:32]([C:31]([OH:35])=[O:34])[N:10]([S:11]([C:14]1[CH:15]=[CH:16][C:17]([O:20][C:21]3[CH:26]=[CH:25][C:24]([F:27])=[CH:23][CH:22]=3)=[CH:18][CH:19]=1)(=[O:13])=[O:12])[CH2:9][CH2:8]2.